Task: Predict the reaction yield, written as a fraction of the theoretical maximum amount of product (1.0 means a 100% yield; for example, 0.34 means a 34% yield).. Dataset: Reaction yield outcomes from USPTO patents with 853,638 reactions (1) The reactants are [CH:1]1([C:4]2[C:5]([C:10]3[CH:15]=[CH:14][C:13]([CH2:16][C:17]([O:19]C)=[O:18])=[CH:12][CH:11]=3)=[N:6][CH:7]=[CH:8][N:9]=2)[CH2:3][CH2:2]1.[Li+].[OH-].Cl. The catalyst is CO. The product is [CH:1]1([C:4]2[C:5]([C:10]3[CH:15]=[CH:14][C:13]([CH2:16][C:17]([OH:19])=[O:18])=[CH:12][CH:11]=3)=[N:6][CH:7]=[CH:8][N:9]=2)[CH2:2][CH2:3]1. The yield is 0.840. (2) The reactants are [O:1]1[C:5]2[CH:6]=[CH:7][C:8]([CH2:10][NH:11][C:12]([C:14]3[C:15]([CH2:39][OH:40])=[C:16]([O:31]CC4C=CC=CC=4)[C:17]([C:20]([NH:22][O:23]CC4C=CC=CC=4)=[O:21])=[N:18][CH:19]=3)=[O:13])=[CH:9][C:4]=2[O:3][CH2:2]1. The catalyst is CO.[Pd]. The product is [O:1]1[C:5]2[CH:6]=[CH:7][C:8]([CH2:10][NH:11][C:12]([C:14]3[C:15]([CH2:39][OH:40])=[C:16]([OH:31])[C:17]([C:20]([NH:22][OH:23])=[O:21])=[N:18][CH:19]=3)=[O:13])=[CH:9][C:4]=2[O:3][CH2:2]1. The yield is 0.900. (3) The reactants are [CH:1]1([CH2:4][O:5][C:6]2[CH:11]=[CH:10][C:9]([N+:12]([O-])=O)=[CH:8][CH:7]=2)[CH2:3][CH2:2]1.O.O.[Sn](Cl)Cl. The catalyst is C(O)C. The product is [CH:1]1([CH2:4][O:5][C:6]2[CH:7]=[CH:8][C:9]([NH2:12])=[CH:10][CH:11]=2)[CH2:2][CH2:3]1. The yield is 0.520. (4) The reactants are [Br:1][C:2]1[S:3][C:4]([C:8]([OH:10])=O)=[C:5]([CH3:7])[N:6]=1.CN1CCOCC1.ClC(OCC(C)C)=O.[NH2:26][CH2:27][C:28]1[CH:29]=[N:30][CH:31]=[CH:32][CH:33]=1. The catalyst is O1CCCC1. The product is [Br:1][C:2]1[S:3][C:4]([C:8]([NH:26][CH2:27][C:28]2[CH:29]=[N:30][CH:31]=[CH:32][CH:33]=2)=[O:10])=[C:5]([CH3:7])[N:6]=1. The yield is 0.520. (5) The reactants are [C:1]12([C:11]([O:13][CH2:14][C:15]([F:21])([F:20])[S:16]([O-:19])(=[O:18])=[O:17])=[O:12])[CH2:10][CH:5]3[CH2:6][CH:7]([CH2:9][CH:3]([CH2:4]3)[CH2:2]1)[CH2:8]2.[Na+].[Cl-].[C:24]1([S+:30]([C:37]2[CH:42]=[CH:41][CH:40]=[CH:39][CH:38]=2)[C:31]2[CH:36]=[CH:35][CH:34]=[CH:33][CH:32]=2)[CH:29]=[CH:28][CH:27]=[CH:26][CH:25]=1. The catalyst is ClCCl. The product is [C:1]12([C:11]([O:13][CH2:14][C:15]([F:21])([F:20])[S:16]([O-:19])(=[O:17])=[O:18])=[O:12])[CH2:10][CH:5]3[CH2:4][CH:3]([CH2:9][CH:7]([CH2:6]3)[CH2:8]1)[CH2:2]2.[C:37]1([S+:30]([C:24]2[CH:25]=[CH:26][CH:27]=[CH:28][CH:29]=2)[C:31]2[CH:36]=[CH:35][CH:34]=[CH:33][CH:32]=2)[CH:38]=[CH:39][CH:40]=[CH:41][CH:42]=1. The yield is 0.850.